Dataset: Catalyst prediction with 721,799 reactions and 888 catalyst types from USPTO. Task: Predict which catalyst facilitates the given reaction. (1) Reactant: [Br:1][C:2]1[CH:3]=[CH:4][C:5]([CH3:9])=[N+:6]([O-])[CH:7]=1.C[Si]([C:14]#[N:15])(C)C.C(N(CC)CC)C. Product: [Br:1][C:2]1[C:7]([C:14]#[N:15])=[N:6][C:5]([CH3:9])=[CH:4][CH:3]=1. The catalyst class is: 10. (2) Reactant: [Cl:1][C:2]1[CH:7]=[CH:6][C:5]([C@H:8]2[C@H:13]([OH:14])[C@@H:12]([OH:15])[C@H:11]([OH:16])[C@@H:10]([CH2:17]O)[O:9]2)=[CH:4][C:3]=1[CH2:19][C:20]1[CH:25]=[CH:24][C:23]([O:26][CH2:27][CH3:28])=[CH:22][CH:21]=1.C1C=CC(P(C2C=CC=CC=2)C2C=CC=CC=2)=CC=1.N1C=CN=C1.[I:53]I. Product: [Cl:1][C:2]1[CH:7]=[CH:6][C:5]([C@H:8]2[C@H:13]([OH:14])[C@@H:12]([OH:15])[C@H:11]([OH:16])[C@@H:10]([CH2:17][I:53])[O:9]2)=[CH:4][C:3]=1[CH2:19][C:20]1[CH:25]=[CH:24][C:23]([O:26][CH2:27][CH3:28])=[CH:22][CH:21]=1. The catalyst class is: 46. (3) Reactant: [CH2:1]([C:3]1[O:7][C:6]([CH2:8][S:9][C:10]2[S:14][C:13]([NH:15]C(=O)C)=[N:12][CH:11]=2)=[N:5][CH:4]=1)[CH3:2].C(=O)([O-])[O-].[Na+].[Na+]. Product: [NH2:15][C:13]1[S:14][C:10]([S:9][CH2:8][C:6]2[O:7][C:3]([CH2:1][CH3:2])=[CH:4][N:5]=2)=[CH:11][N:12]=1. The catalyst class is: 33. (4) Reactant: [Br:1][C:2]1[CH:3]=[C:4]2[C:9](=[CH:10][CH:11]=1)[N:8]=[C:7]([CH2:12][CH3:13])[N:6]([CH3:14])[C:5]2=[O:15].[Br:16]Br.O. The catalyst class is: 15. Product: [Br:1][C:2]1[CH:3]=[C:4]2[C:9](=[CH:10][CH:11]=1)[N:8]=[C:7]([CH:12]([Br:16])[CH3:13])[N:6]([CH3:14])[C:5]2=[O:15]. (5) Reactant: [CH3:1][C:2]1[O:6][N:5]=[C:4]([C:7]2[CH:12]=[CH:11][CH:10]=[CH:9][CH:8]=2)[C:3]=1[CH2:13][OH:14].[CH3:15][O:16][C:17]([C:19]1[S:23][N:22]=[C:21](O)[CH:20]=1)=[O:18].C1(P(C2C=CC=CC=2)C2C=CC=CC=2)C=CC=CC=1.N(C(OCC)=O)=NC(OCC)=O. Product: [CH3:15][O:16][C:17]([C:19]1[S:23][N:22]=[C:21]([O:14][CH2:13][C:3]2[C:4]([C:7]3[CH:12]=[CH:11][CH:10]=[CH:9][CH:8]=3)=[N:5][O:6][C:2]=2[CH3:1])[CH:20]=1)=[O:18]. The catalyst class is: 1.